Dataset: Catalyst prediction with 721,799 reactions and 888 catalyst types from USPTO. Task: Predict which catalyst facilitates the given reaction. (1) Reactant: O1CCCC1.[C:6]([C:10]1[CH:15]=[CH:14][C:13]([CH:16]2[CH2:18][CH:17]2[C:19]([O:21]CC)=[O:20])=[CH:12][C:11]=1[Cl:24])([CH3:9])([CH3:8])[CH3:7].[OH-].[Na+].Cl. Product: [C:6]([C:10]1[CH:15]=[CH:14][C:13]([CH:16]2[CH2:18][CH:17]2[C:19]([OH:21])=[O:20])=[CH:12][C:11]=1[Cl:24])([CH3:9])([CH3:7])[CH3:8]. The catalyst class is: 5. (2) Reactant: [NH2:1][C:2]1[N:10]=[CH:9][N:8]=[C:7]2[C:3]=1[N:4]=[CH:5][N:6]2[C@H:11]1[C@@H:15]2[O:16][C:17]([CH3:20])([CH3:19])[O:18][C@@H:14]2[C@@H:13]([CH2:21][S:22][CH2:23][CH2:24][CH2:25][CH2:26][C:27](O)=[O:28])[O:12]1.C1C=CC2N(O)N=NC=2C=1.CCN=C=NCCCN(C)C.[C:51]([C:55]1[CH:56]=[C:57]([NH2:62])[C:58]([NH2:61])=[CH:59][CH:60]=1)([CH3:54])([CH3:53])[CH3:52]. Product: [NH2:62][C:57]1[CH:56]=[C:55]([C:51]([CH3:53])([CH3:52])[CH3:54])[CH:60]=[CH:59][C:58]=1[NH:61][C:27](=[O:28])[CH2:26][CH2:25][CH2:24][CH2:23][S:22][CH2:21][C@@H:13]1[C@@H:14]2[C@@H:15]([O:16][C:17]([CH3:19])([CH3:20])[O:18]2)[C@H:11]([N:6]2[CH:5]=[N:4][C:3]3[C:7]2=[N:8][CH:9]=[N:10][C:2]=3[NH2:1])[O:12]1. The catalyst class is: 2. (3) Reactant: [F:1][C:2]1[CH:3]=[C:4]([NH:19][C:20]([C:22]2[C:23](=[O:35])[N:24]([C:28]3[CH:33]=[CH:32][C:31]([F:34])=[CH:30][CH:29]=3)[N:25]=[CH:26][CH:27]=2)=[O:21])[CH:5]=[CH:6][C:7]=1[O:8][C:9]1[CH:14]=[CH:13][N:12]=[C:11]2[CH:15]=[C:16](I)[S:17][C:10]=12.[CH3:36][N:37]1[CH:41]=[CH:40][N:39]=[C:38]1[Sn](CCCC)(CCCC)CCCC. Product: [F:1][C:2]1[CH:3]=[C:4]([NH:19][C:20]([C:22]2[C:23](=[O:35])[N:24]([C:28]3[CH:33]=[CH:32][C:31]([F:34])=[CH:30][CH:29]=3)[N:25]=[CH:26][CH:27]=2)=[O:21])[CH:5]=[CH:6][C:7]=1[O:8][C:9]1[CH:14]=[CH:13][N:12]=[C:11]2[CH:15]=[C:16]([C:38]3[N:37]([CH3:36])[CH:41]=[CH:40][N:39]=3)[S:17][C:10]=12. The catalyst class is: 206. (4) Reactant: [C:1]1([C:7]2[N:11]=[C:10]([C:12]3[CH:20]=[CH:19][C:15](C(O)=O)=[CH:14][CH:13]=3)[O:9][N:8]=2)[CH:6]=[CH:5][CH:4]=[CH:3][CH:2]=1.C(Cl)CCl.C1C=CC2N([OH:34])N=NC=2C=1.CC[N:37]([CH:41](C)C)C(C)C.CC(C)(C)CCN. Product: [C:1]1([C:7]2[N:11]=[C:10]([C:12]3[CH:13]=[CH:14][CH:15]=[CH:19][C:20]=3[C:41]([NH2:37])=[O:34])[O:9][N:8]=2)[CH:2]=[CH:3][CH:4]=[CH:5][CH:6]=1. The catalyst class is: 18. (5) Reactant: CN(C(ON1N=NC2C=CC=NC1=2)=[N+](C)C)C.F[P-](F)(F)(F)(F)F.[NH2:25][C:26]1[C:27]([C:36]([OH:38])=O)=[CH:28][C:29]2[C:34]([CH:35]=1)=[CH:33][CH:32]=[CH:31][CH:30]=2.[NH2:39][C@@H:40]([C:49]1[CH:54]=[CH:53][CH:52]=[CH:51][CH:50]=1)[CH2:41][C:42]([O:44][C:45]([CH3:48])([CH3:47])[CH3:46])=[O:43].C(N(CC)C(C)C)(C)C.C([O-])(O)=O.[Na+]. Product: [NH2:25][C:26]1[C:27]([C:36]([NH:39][C@@H:40]([C:49]2[CH:54]=[CH:53][CH:52]=[CH:51][CH:50]=2)[CH2:41][C:42]([O:44][C:45]([CH3:48])([CH3:46])[CH3:47])=[O:43])=[O:38])=[CH:28][C:29]2[C:34]([CH:35]=1)=[CH:33][CH:32]=[CH:31][CH:30]=2. The catalyst class is: 39. (6) Reactant: [C:1]1([C@@H:7]2[CH2:9][C@H:8]2[NH2:10])[CH:6]=[CH:5][CH:4]=[CH:3][CH:2]=1.[CH:11]([CH:13]1[CH2:18][CH2:17][N:16]([CH2:19][CH2:20][CH2:21][C:22]2[CH:32]=[CH:31][C:25]([C:26]([O:28][CH2:29][CH3:30])=[O:27])=[CH:24][CH:23]=2)[CH2:15][CH2:14]1)=O.C([BH3-])#N.[Na+].C(Cl)Cl. Product: [C:1]1([C@@H:7]2[CH2:9][C@H:8]2[NH:10][CH2:11][CH:13]2[CH2:18][CH2:17][N:16]([CH2:19][CH2:20][CH2:21][C:22]3[CH:23]=[CH:24][C:25]([C:26]([O:28][CH2:29][CH3:30])=[O:27])=[CH:31][CH:32]=3)[CH2:15][CH2:14]2)[CH:6]=[CH:5][CH:4]=[CH:3][CH:2]=1. The catalyst class is: 5. (7) Reactant: [H-].[Na+].[Br:3][C:4]1[CH:12]=[CH:11][C:10]([Br:13])=[C:9]2[C:5]=1[C:6]([CH3:14])=[CH:7][NH:8]2.[CH3:15][Si:16]([CH3:23])([CH3:22])[CH2:17][CH2:18][O:19][CH2:20]Cl.O. Product: [Br:3][C:4]1[CH:12]=[CH:11][C:10]([Br:13])=[C:9]2[C:5]=1[C:6]([CH3:14])=[CH:7][N:8]2[CH2:20][O:19][CH2:18][CH2:17][Si:16]([CH3:23])([CH3:22])[CH3:15]. The catalyst class is: 1. (8) Reactant: [O:1]=[C:2]1[C:10]2[C:5](=[CH:6][CH:7]=[CH:8][CH:9]=2)[C:4](=[O:11])[N:3]1[CH2:12][C:13]([OH:15])=O.[CH3:16][C:17]1(C)[O:22]C(=O)[CH2:20][C:19](=O)[O:18]1.C1CCC(N=C=NC2CCCCC2)CC1. Product: [O:11]=[C:4]1[C:5]2[C:10](=[CH:9][CH:8]=[CH:7][CH:6]=2)[C:2](=[O:1])[N:3]1[CH2:12][C:13](=[O:15])[CH2:16][C:17]([O:18][CH2:19][CH3:20])=[O:22]. The catalyst class is: 119.